From a dataset of Reaction yield outcomes from USPTO patents with 853,638 reactions. Predict the reaction yield, written as a fraction of the theoretical maximum amount of product (1.0 means a 100% yield; for example, 0.34 means a 34% yield). (1) The product is [C:8]([C:10](=[C:3]([CH:5]1[CH2:7][CH2:6]1)[CH2:1][CH3:2])[C:11]([O:13][CH3:14])=[O:12])#[N:9]. No catalyst specified. The yield is 0.210. The reactants are [CH2:1]([C:3]([CH:5]1[CH2:7][CH2:6]1)=O)[CH3:2].[C:8]([CH2:10][C:11]([O:13][CH3:14])=[O:12])#[N:9]. (2) The catalyst is C(O)(=O)C.CO.O1CCCC1.O.CCOC(C)=O. The product is [OH:8][CH2:9][C@@H:10]1[CH2:14][C:13](/[CH:15]=[CH:16]/[CH3:17])=[CH:12][N:11]1[C:18]([C:20]1[CH:25]=[C:24]([O:26][CH3:27])[C:23]([O:28][Si:29]([CH:36]([CH3:37])[CH3:38])([CH:33]([CH3:34])[CH3:35])[CH:30]([CH3:32])[CH3:31])=[CH:22][C:21]=1[NH:39][C:40]([O:42][CH2:43][C:44]1[CH:49]=[CH:48][C:47]([NH:50][C:51](=[O:68])[C@@H:52]([NH:54][C:55](=[O:67])[C@@H:56]([NH:60][C:61](=[O:66])[O:62][CH2:63][CH:64]=[CH2:65])[CH:57]([CH3:58])[CH3:59])[CH3:53])=[CH:46][CH:45]=1)=[O:41])=[O:19]. The reactants are [Si]([O:8][CH2:9][C@@H:10]1[CH2:14][C:13](/[CH:15]=[CH:16]/[CH3:17])=[CH:12][N:11]1[C:18]([C:20]1[CH:25]=[C:24]([O:26][CH3:27])[C:23]([O:28][Si:29]([CH:36]([CH3:38])[CH3:37])([CH:33]([CH3:35])[CH3:34])[CH:30]([CH3:32])[CH3:31])=[CH:22][C:21]=1[NH:39][C:40]([O:42][CH2:43][C:44]1[CH:49]=[CH:48][C:47]([NH:50][C:51](=[O:68])[C@@H:52]([NH:54][C:55](=[O:67])[C@@H:56]([NH:60][C:61](=[O:66])[O:62][CH2:63][CH:64]=[CH2:65])[CH:57]([CH3:59])[CH3:58])[CH3:53])=[CH:46][CH:45]=1)=[O:41])=[O:19])(C(C)(C)C)(C)C. The yield is 0.920. (3) The reactants are [C:1]([N:9]=[C:10]1[N:14]([CH2:15][C:16]([O:18]CC)=[O:17])[C:13]2[CH:21]=[CH:22][CH:23]=[CH:24][C:12]=2[S:11]1)(=[O:8])[C:2]1[CH:7]=[CH:6][CH:5]=[CH:4][CH:3]=1.[OH-].[Na+]. The catalyst is CO. The product is [C:1]([N:9]=[C:10]1[N:14]([CH2:15][C:16]([OH:18])=[O:17])[C:13]2[CH:21]=[CH:22][CH:23]=[CH:24][C:12]=2[S:11]1)(=[O:8])[C:2]1[CH:3]=[CH:4][CH:5]=[CH:6][CH:7]=1. The yield is 0.840. (4) The yield is 0.770. The product is [NH2:21][CH:14]([C:15]1[CH:16]=[CH:17][CH:18]=[CH:19][CH:20]=1)[CH2:13][CH2:12][N:8]([CH3:7])[C:9](=[O:11])[O:10][C:15]([CH3:20])([CH3:16])[CH3:14]. The reactants are NN.CC([CH2:7][N:8]([CH2:12][CH2:13][CH:14]([N:21]1C(=O)C2C(=CC=CC=2)C1=O)[C:15]1[CH:20]=[CH:19][CH:18]=[CH:17][CH:16]=1)[C:9](=[O:11])[O-:10])(C)C. The catalyst is C1COCC1.CO. (5) The reactants are C[O:2][C:3]([C:5]1[C:9]([C:10]2[CH:15]=[CH:14][C:13]([F:16])=[CH:12][CH:11]=2)=[N:8][N:7]([CH3:17])[N:6]=1)=[O:4].[OH-].[Na+].Cl. The catalyst is O. The product is [F:16][C:13]1[CH:14]=[CH:15][C:10]([C:9]2[C:5]([C:3]([OH:4])=[O:2])=[N:6][N:7]([CH3:17])[N:8]=2)=[CH:11][CH:12]=1. The yield is 0.910.